From a dataset of Forward reaction prediction with 1.9M reactions from USPTO patents (1976-2016). Predict the product of the given reaction. (1) Given the reactants [C:1]([O:9][C@H:10]1[CH2:40][CH2:39][C@@:38]2([CH3:41])[C:12](=[CH:13][CH2:14][C@@H:15]3[C@@H:37]2[CH2:36][CH2:35][C@@:34]2([CH3:42])[C@H:16]3[CH2:17][CH2:18][C@@H:19]2[C@@H:20]([CH2:22][O:23][Si:24]([CH:31]([CH3:33])[CH3:32])([CH:28]([CH3:30])[CH3:29])[CH:25]([CH3:27])[CH3:26])[CH3:21])[C:11]1([CH3:44])[CH3:43])(=[O:8])[C:2]1[CH:7]=[CH:6][CH:5]=[CH:4][CH:3]=1.BrN1C(C)(C)C(=O)N(Br)C1=O.CC1C=C(C)C=C(C)N=1, predict the reaction product. The product is: [C:1]([O:9][C@H:10]1[CH2:40][CH2:39][C@@:38]2([CH3:41])[C:12](=[CH:13][CH:14]=[C:15]3[C@@H:37]2[CH2:36][CH2:35][C@@:34]2([CH3:42])[C@H:16]3[CH2:17][CH2:18][C@@H:19]2[C@@H:20]([CH2:22][O:23][Si:24]([CH:31]([CH3:32])[CH3:33])([CH:25]([CH3:26])[CH3:27])[CH:28]([CH3:30])[CH3:29])[CH3:21])[C:11]1([CH3:44])[CH3:43])(=[O:8])[C:2]1[CH:3]=[CH:4][CH:5]=[CH:6][CH:7]=1. (2) Given the reactants [CH3:1][C:2]1[C:6]([C:7]2[NH:11][C:10]3[CH:12]=[C:13]([CH2:16][C:17]([O:19]CC)=[O:18])[CH:14]=[CH:15][C:9]=3[N:8]=2)=[C:5]([CH3:22])[O:4][N:3]=1.C(OCC#N)(C)C, predict the reaction product. The product is: [CH3:1][C:2]1[C:6]([C:7]2[NH:11][C:10]3[CH:12]=[C:13]([CH2:16][C:17]([OH:19])=[O:18])[CH:14]=[CH:15][C:9]=3[N:8]=2)=[C:5]([CH3:22])[O:4][N:3]=1. (3) Given the reactants [CH3:1][C:2]1[S:6][C:5]([NH:7][C:8]([C:10]2[CH:11]=[C:12]([C@@H:15]3[CH2:17][C@H:16]3[NH:18][CH2:19][CH:20]3[CH2:25][CH2:24][N:23]([CH2:26][CH2:27][C:28]([O:30]C(C)(C)C)=[O:29])[CH2:22][CH2:21]3)[S:13][CH:14]=2)=[O:9])=[N:4][N:3]=1.[ClH:35].C(OCC)(=O)C, predict the reaction product. The product is: [ClH:35].[ClH:35].[ClH:35].[CH3:1][C:2]1[S:6][C:5]([NH:7][C:8]([C:10]2[CH:11]=[C:12]([C@@H:15]3[CH2:17][C@H:16]3[NH:18][CH2:19][CH:20]3[CH2:25][CH2:24][N:23]([CH2:26][CH2:27][C:28]([OH:30])=[O:29])[CH2:22][CH2:21]3)[S:13][CH:14]=2)=[O:9])=[N:4][N:3]=1.